This data is from Forward reaction prediction with 1.9M reactions from USPTO patents (1976-2016). The task is: Predict the product of the given reaction. (1) Given the reactants [CH3:1][C:2]1[CH:7]=[CH:6][C:5]([CH3:8])=[CH:4][C:3]=1[NH:9][C:10]1[N:15]2[N:16]=[CH:17][C:18]([C:19]([O:21][CH2:22][CH3:23])=[O:20])=[C:14]2[N:13]=[CH:12][C:11]=1[C:24](O)=[O:25].[CH3:27][C:28]1[C:36]2([CH2:41][CH2:40][NH:39][CH2:38][CH2:37]2)[C:35]2[C:30](=[CH:31][CH:32]=[CH:33][CH:34]=2)[CH:29]=1, predict the reaction product. The product is: [CH3:1][C:2]1[CH:7]=[CH:6][C:5]([CH3:8])=[CH:4][C:3]=1[NH:9][C:10]1[N:15]2[N:16]=[CH:17][C:18]([C:19]([O:21][CH2:22][CH3:23])=[O:20])=[C:14]2[N:13]=[CH:12][C:11]=1[C:24]([N:39]1[CH2:40][CH2:41][C:36]2([C:35]3[C:30](=[CH:31][CH:32]=[CH:33][CH:34]=3)[CH:29]=[C:28]2[CH3:27])[CH2:37][CH2:38]1)=[O:25]. (2) The product is: [Br:9][C:10]1[CH:11]=[C:12]2[C:16]([CH2:15][N:14]=[C:13]2[NH:28][NH2:29])=[CH:17][CH:18]=1. Given the reactants FC(F)(F)S([O-])(=O)=O.[Br:9][C:10]1[CH:11]=[C:12]2[C:16](=[CH:17][CH:18]=1)[CH2:15][NH+:14]=[C:13]2OC.C(N(CC)CC)C.[NH2:28][NH2:29], predict the reaction product. (3) Given the reactants CN(C)/[CH:3]=[CH:4]/[C:5]([C:7]1[C:12](=[O:13])[CH:11]=[CH:10][N:9]([C:14]2[CH:19]=[CH:18][C:17]([O:20][C:21]([F:24])([F:23])[F:22])=[CH:16][CH:15]=2)[N:8]=1)=O.[N:26]1[C:35]2[C:30](=[C:31]([NH:36][NH2:37])[CH:32]=[CH:33][CH:34]=2)[CH:29]=[CH:28][CH:27]=1, predict the reaction product. The product is: [N:26]1[C:35]2[C:30](=[C:31]([N:36]3[C:5]([C:7]4[C:12](=[O:13])[CH:11]=[CH:10][N:9]([C:14]5[CH:15]=[CH:16][C:17]([O:20][C:21]([F:24])([F:23])[F:22])=[CH:18][CH:19]=5)[N:8]=4)=[CH:4][CH:3]=[N:37]3)[CH:32]=[CH:33][CH:34]=2)[CH:29]=[CH:28][CH:27]=1. (4) Given the reactants [C:1]([C:4]1[C:8]([CH3:9])=[CH:7][NH:6][C:5]=1[CH3:10])(=[O:3])[CH3:2].[H-].[Na+].[CH3:13][Si:14]([CH3:21])([CH3:20])[CH2:15][CH2:16][O:17][CH2:18]Cl, predict the reaction product. The product is: [C:1]([C:4]1[C:8]([CH3:9])=[CH:7][N:6]([CH2:18][O:17][CH2:16][CH2:15][Si:14]([CH3:21])([CH3:20])[CH3:13])[C:5]=1[CH3:10])(=[O:3])[CH3:2]. (5) Given the reactants [CH:1]1([C:4]2[NH:8][N:7]=[C:6]([NH:9][C:10]3[C:15]([C:16]#[CH:17])=[CH:14][N:13]=[C:12]([C:18]4[S:22][C:21]([CH2:23][NH:24]C(=O)OC(C)(C)C)=[CH:20][CH:19]=4)[N:11]=3)[CH:5]=2)[CH2:3][CH2:2]1.[ClH:32], predict the reaction product. The product is: [ClH:32].[NH2:24][CH2:23][C:21]1[S:22][C:18]([C:12]2[N:11]=[C:10]([NH:9][C:6]3[CH:5]=[C:4]([CH:1]4[CH2:2][CH2:3]4)[NH:8][N:7]=3)[C:15]([C:16]#[CH:17])=[CH:14][N:13]=2)=[CH:19][CH:20]=1. (6) Given the reactants C([O:4][CH2:5][C:6]1[CH:11]=[CH:10][C:9]([C:12]2[CH2:13][C:14]([C:21]3[CH:26]=[C:25]([C:27]([F:30])([F:29])[F:28])[N:24]=[C:23]([C:31]([F:34])([F:33])[F:32])[CH:22]=3)([C:17]([F:20])([F:19])[F:18])[CH2:15][N:16]=2)=[CH:8][C:7]=1[Br:35])(=O)C.C[O-].[Na+], predict the reaction product. The product is: [F:34][C:31]([F:32])([F:33])[C:23]1[CH:22]=[C:21]([C:14]2([C:17]([F:18])([F:19])[F:20])[CH2:13][C:12]([C:9]3[CH:10]=[CH:11][C:6]([CH2:5][OH:4])=[C:7]([Br:35])[CH:8]=3)=[N:16][CH2:15]2)[CH:26]=[C:25]([C:27]([F:28])([F:29])[F:30])[N:24]=1. (7) Given the reactants [Cl-].[CH2:2]([N+:12]([CH2:15][CH2:16][CH2:17][CH2:18][CH2:19][CH2:20][CH2:21][CH2:22][CH2:23][CH3:24])([CH3:14])[CH3:13])[CH2:3][CH2:4][CH2:5][CH2:6][CH2:7][CH2:8][CH2:9][CH2:10][CH3:11].[C:25]([O:28][C:29]1[C:30](=[CH:34][CH:35]=[CH:36][CH:37]=1)[C:31]([OH:33])=[O:32])(=[O:27])[CH3:26].[OH-].[Na+], predict the reaction product. The product is: [C:25]([O:28][C:29]1[CH:37]=[CH:36][CH:35]=[CH:34][C:30]=1[C:31]([O-:33])=[O:32])(=[O:27])[CH3:26].[CH2:15]([N+:12]([CH2:2][CH2:3][CH2:4][CH2:5][CH2:6][CH2:7][CH2:8][CH2:9][CH2:10][CH3:11])([CH3:14])[CH3:13])[CH2:16][CH2:17][CH2:18][CH2:19][CH2:20][CH2:21][CH2:22][CH2:23][CH3:24]. (8) The product is: [O:4]1[CH:25]=[N:2][N:1]=[C:3]1[C@H:5]1[N:15]2[C@@H:9]([S:10][CH2:11][CH2:12][C@H:13]([NH:17][C:18](=[O:24])[O:19][C:20]([CH3:21])([CH3:23])[CH3:22])[C:14]2=[O:16])[CH2:8][CH2:7][CH2:6]1. Given the reactants [NH:1]([C:3]([C@H:5]1[N:15]2[C@@H:9]([S:10][CH2:11][CH2:12][C@H:13]([NH:17][C:18](=[O:24])[O:19][C:20]([CH3:23])([CH3:22])[CH3:21])[C:14]2=[O:16])[CH2:8][CH2:7][CH2:6]1)=[O:4])[NH2:2].[CH3:25]OC(OC)OC, predict the reaction product. (9) Given the reactants [Cl:1][C:2]1[CH:3]=[CH:4][C:5]2[N:11]3[CH:12]=C[N:14]=[C:10]3[C@@H:9]([CH2:15][CH:16]3[O:20][CH2:19][CH2:18][O:17]3)[O:8][C@H:7]([C:21]3[CH:26]=[CH:25][CH:24]=[C:23]([O:27][CH3:28])[C:22]=3[O:29][CH3:30])[C:6]=2[CH:31]=1.[Cl:32]N1C(=O)CCC1=O.[C:40]([Cl:44])(Cl)(Cl)Cl, predict the reaction product. The product is: [Cl:32][C:12]1[N:11]2[C:5]3[CH:4]=[CH:3][C:2]([Cl:1])=[CH:31][C:6]=3[C@@H:7]([C:21]3[CH:26]=[CH:25][CH:24]=[C:23]([O:27][CH3:28])[C:22]=3[O:29][CH3:30])[O:8][C@H:9]([CH2:15][CH:16]3[O:20][CH2:19][CH2:18][O:17]3)[C:10]2=[N:14][C:40]=1[Cl:44]. (10) The product is: [C:1]1([S:7]([N:10]2[CH2:12][CH:11]([C:13]3[CH:14]=[CH:15][C:16]([Br:19])=[CH:17][CH:18]=3)[N:28]([C:22]3[CH:27]=[CH:26][CH:25]=[CH:24][CH:23]=3)[C:29]2=[O:30])(=[O:8])=[O:9])[CH:2]=[CH:3][CH:4]=[CH:5][CH:6]=1. Given the reactants [C:1]1([S:7]([N:10]2[CH2:12][CH:11]2[C:13]2[CH:18]=[CH:17][C:16]([Br:19])=[CH:15][CH:14]=2)(=[O:9])=[O:8])[CH:6]=[CH:5][CH:4]=[CH:3][CH:2]=1.[I-].[Na+].[C:22]1([N:28]=[C:29]=[O:30])[CH:27]=[CH:26][CH:25]=[CH:24][CH:23]=1, predict the reaction product.